This data is from Full USPTO retrosynthesis dataset with 1.9M reactions from patents (1976-2016). The task is: Predict the reactants needed to synthesize the given product. (1) Given the product [CH3:9][O:10][C:11]([C:13]1[CH:21]=[C:20]2[C:16]([C:17]3[CH:25]=[C:24]([CH3:26])[CH:23]=[N:22][C:18]=3[NH:19]2)=[C:15]([C:27]2[CH:32]=[CH:31][CH:30]=[C:29]([S:33]([CH2:36][CH3:37])(=[O:35])=[O:34])[CH:28]=2)[C:14]=1[Cl:1])=[O:12], predict the reactants needed to synthesize it. The reactants are: [Cl:1]N1C(=O)CCC1=O.[CH3:9][O:10][C:11]([C:13]1[CH:21]=[C:20]2[C:16]([C:17]3[CH:25]=[C:24]([CH3:26])[CH:23]=[N:22][C:18]=3[NH:19]2)=[C:15]([C:27]2[CH:32]=[CH:31][CH:30]=[C:29]([S:33]([CH2:36][CH3:37])(=[O:35])=[O:34])[CH:28]=2)[CH:14]=1)=[O:12].CC(O)=O. (2) Given the product [Br:1][C:2]1[CH:3]=[C:4]2[O:10][C:9](=[O:11])[N:8]([C:19]([N:16]3[CH2:17][CH2:18][CH:13]([CH3:12])[CH2:14][CH2:15]3)=[O:20])[C:5]2=[N:6][CH:7]=1, predict the reactants needed to synthesize it. The reactants are: [Br:1][C:2]1[CH:3]=[C:4]2[O:10][C:9](=[O:11])[NH:8][C:5]2=[N:6][CH:7]=1.[CH3:12][CH:13]1[CH2:18][CH2:17][N:16]([C:19](Cl)=[O:20])[CH2:15][CH2:14]1. (3) The reactants are: [NH:1]([C:3]1[CH:4]=[C:5]([CH2:9][C:10]([O:12][CH2:13][CH3:14])=[O:11])[CH:6]=[CH:7][CH:8]=1)[NH2:2].[F:15][C:16]([F:23])([F:22])[C:17](=O)[CH2:18][C:19]#[N:20]. Given the product [NH2:20][C:19]1[N:1]([C:3]2[CH:4]=[C:5]([CH2:9][C:10]([O:12][CH2:13][CH3:14])=[O:11])[CH:6]=[CH:7][CH:8]=2)[N:2]=[C:17]([C:16]([F:23])([F:22])[F:15])[CH:18]=1, predict the reactants needed to synthesize it. (4) Given the product [CH2:1]([O:3][C:4](=[O:12])[C:5]1[CH:10]=[CH:9][C:8]([O:11][CH2:20][CH2:21][N:22]2[CH2:27][CH2:26][CH2:25][CH2:24][CH2:23]2)=[CH:7][CH:6]=1)[CH3:2], predict the reactants needed to synthesize it. The reactants are: [CH2:1]([O:3][C:4](=[O:12])[C:5]1[CH:10]=[CH:9][C:8]([OH:11])=[CH:7][CH:6]=1)[CH3:2].C(=O)([O-])[O-].[K+].[K+].Cl[CH2:20][CH2:21][N:22]1[CH2:27][CH2:26][CH2:25][CH2:24][CH2:23]1. (5) Given the product [ClH:1].[NH2:15][C:12]1[CH:11]=[CH:10][C:9]([C:8]2[C:3]([CH3:2])=[N:4][C:5]3[N:6]([N:19]=[CH:20][C:21]=3[C:22]3[CH:27]=[CH:26][CH:25]=[C:24]([N:28]4[CH2:29][CH2:30][N:31]([CH3:34])[CH2:32][CH2:33]4)[CH:23]=3)[C:7]=2[NH2:18])=[CH:14][CH:13]=1, predict the reactants needed to synthesize it. The reactants are: [ClH:1].[CH3:2][C:3]1[C:8]([C:9]2[CH:14]=[CH:13][C:12]([N+:15]([O-])=O)=[CH:11][CH:10]=2)=[C:7]([NH2:18])[N:6]2[N:19]=[CH:20][C:21]([C:22]3[CH:27]=[CH:26][CH:25]=[C:24]([N:28]4[CH2:33][CH2:32][N:31]([CH3:34])[CH2:30][CH2:29]4)[CH:23]=3)=[C:5]2[N:4]=1.CO. (6) Given the product [Cl:22][C:23]1[C:28]([CH:29]2[CH2:34][CH2:33][N:32]([C:2](=[O:1])[CH3:4])[CH2:31][CH2:30]2)=[N:27][CH:26]=[CH:25][N:24]=1, predict the reactants needed to synthesize it. The reactants are: [OH:1][C:2]([C:4](F)(F)F)=O.OC(C(F)(F)F)=O.OC(C(F)(F)F)=O.[Cl:22][C:23]1[C:28]([CH:29]2[CH2:34][CH2:33][NH:32][CH2:31][CH2:30]2)=[N:27][CH:26]=[CH:25][N:24]=1.C(N(CC)CC)C.C(OC(=O)C)(=O)C. (7) Given the product [C:18]([O:17][C:15]([NH:14][NH:13][CH2:12][C:9]1[CH:10]=[CH:11][C:6]([Cl:5])=[CH:7][CH:8]=1)=[O:16])([CH3:21])([CH3:19])[CH3:20], predict the reactants needed to synthesize it. The reactants are: [BH3-]C#N.[Na+].[Cl:5][C:6]1[CH:11]=[CH:10][C:9]([CH:12]=[N:13][NH:14][C:15]([O:17][C:18]([CH3:21])([CH3:20])[CH3:19])=[O:16])=[CH:8][CH:7]=1.C(O)(=O)C.C([O-])(O)=O.[Na+]. (8) The reactants are: [F:1][C:2]([F:24])([F:23])[C:3]1[CH:4]=[C:5]([C:13]2[N:17]=[CH:16][N:15](/[CH:18]=[CH:19]\[C:20]([OH:22])=O)[N:14]=2)[CH:6]=[C:7]([C:9]([F:12])([F:11])[F:10])[CH:8]=1.[CH3:25][C:26]1[C:27]([N:32]([CH3:34])[NH2:33])=[N:28][CH:29]=[CH:30][CH:31]=1.C(P1(=O)OP(CCC)(=O)OP(CCC)(=O)O1)CC.CCN(C(C)C)C(C)C. Given the product [F:1][C:2]([F:23])([F:24])[C:3]1[CH:4]=[C:5]([C:13]2[N:17]=[CH:16][N:15](/[CH:18]=[CH:19]\[C:20]([NH:33][N:32]([CH3:34])[C:27]3[C:26]([CH3:25])=[CH:31][CH:30]=[CH:29][N:28]=3)=[O:22])[N:14]=2)[CH:6]=[C:7]([C:9]([F:12])([F:10])[F:11])[CH:8]=1, predict the reactants needed to synthesize it. (9) The reactants are: [Cl:1][C:2]1[CH:10]=[C:9]2[C:5]([C:6]([C:11]([N:13]3[CH2:18][CH2:17][C:16]4([C:22]5[CH:23]=[CH:24][CH:25]=[CH:26][C:21]=5[C:20](=[O:27])[O:19]4)[CH2:15][CH2:14]3)=[O:12])=[CH:7][NH:8]2)=[CH:4][CH:3]=1.[F:28][C:29]1[CH:30]=[C:31]([CH:35]=[C:36]([F:38])[CH:37]=1)[C:32](Cl)=[O:33]. Given the product [Cl:1][C:2]1[CH:10]=[C:9]2[C:5]([C:6]([C:11]([N:13]3[CH2:18][CH2:17][C:16]4([C:22]5[CH:23]=[CH:24][CH:25]=[CH:26][C:21]=5[C:20](=[O:27])[O:19]4)[CH2:15][CH2:14]3)=[O:12])=[CH:7][N:8]2[C:32](=[O:33])[C:31]2[CH:30]=[C:29]([F:28])[CH:37]=[C:36]([F:38])[CH:35]=2)=[CH:4][CH:3]=1, predict the reactants needed to synthesize it. (10) Given the product [Cl:16][CH2:17][C:18]([N:1]1[C@@H:8]([C:22]#[C:23][CH3:24])[CH2:7][CH2:6][C@H:2]1[C:3]([O:5][CH3:9])=[O:4])=[O:19], predict the reactants needed to synthesize it. The reactants are: [NH:1]1[CH2:8][CH2:7][CH2:6][C@H:2]1[C:3]([O-:5])=[O:4].[CH2:9](N(CC)CC)C.[Cl:16][CH2:17][C:18](Cl)=[O:19].O1C[CH2:24][CH2:23][CH2:22]1.